This data is from Forward reaction prediction with 1.9M reactions from USPTO patents (1976-2016). The task is: Predict the product of the given reaction. (1) Given the reactants [C:1]1([CH:7]2[S:12][CH2:11][CH2:10][CH2:9][S:8]2)[CH:6]=[CH:5][CH:4]=[CH:3][CH:2]=1.C([Li])CCC.[Br:18][C:19]1[CH:20]=[C:21]([CH:24]=[CH:25][C:26]=1[F:27])[CH:22]=[O:23], predict the reaction product. The product is: [Br:18][C:19]1[CH:20]=[C:21]([CH:22]([C:7]2([C:1]3[CH:2]=[CH:3][CH:4]=[CH:5][CH:6]=3)[S:8][CH2:9][CH2:10][CH2:11][S:12]2)[OH:23])[CH:24]=[CH:25][C:26]=1[F:27]. (2) Given the reactants [NH2:1][C:2]1[N:10]=[CH:9][CH:8]=[CH:7][C:3]=1[C:4]([OH:6])=[O:5].C(N(CC)CC)C.[S:18]1[C:22]2[CH:23]=[CH:24][CH:25]=[CH:26][C:21]=2[CH:20]=[C:19]1[C:27](Cl)=[O:28], predict the reaction product. The product is: [S:18]1[C:22]2[CH:23]=[CH:24][CH:25]=[CH:26][C:21]=2[CH:20]=[C:19]1[C:27]([NH:1][C:2]1[N:10]=[CH:9][CH:8]=[CH:7][C:3]=1[C:4]([OH:6])=[O:5])=[O:28]. (3) Given the reactants [H-].[Na+].[I-].[CH3:4][S+](C)C.[CH:8]([C:10]1[C:17]([CH3:18])=[CH:16][C:13]([C:14]#[N:15])=[C:12]([O:19][CH3:20])[CH:11]=1)=[O:9], predict the reaction product. The product is: [CH3:20][O:19][C:12]1[CH:11]=[C:10]([CH:8]2[CH2:4][O:9]2)[C:17]([CH3:18])=[CH:16][C:13]=1[C:14]#[N:15]. (4) Given the reactants [N:1]1([C:6]2[CH:7]=[C:8]([S:12]([O-:14])=[O:13])[CH:9]=[CH:10][CH:11]=2)[CH2:5][CH2:4][CH2:3][CH2:2]1.[Li+].C1C(=O)N([Cl:23])C(=O)C1.CCOC(C)=O, predict the reaction product. The product is: [N:1]1([C:6]2[CH:7]=[C:8]([S:12]([Cl:23])(=[O:14])=[O:13])[CH:9]=[CH:10][CH:11]=2)[CH2:5][CH2:4][CH2:3][CH2:2]1.